From a dataset of Merck oncology drug combination screen with 23,052 pairs across 39 cell lines. Regression. Given two drug SMILES strings and cell line genomic features, predict the synergy score measuring deviation from expected non-interaction effect. (1) Synergy scores: synergy=22.2. Cell line: SKOV3. Drug 2: CCC1=CC2CN(C1)Cc1c([nH]c3ccccc13)C(C(=O)OC)(c1cc3c(cc1OC)N(C)C1C(O)(C(=O)OC)C(OC(C)=O)C4(CC)C=CCN5CCC31C54)C2. Drug 1: O=S1(=O)NC2(CN1CC(F)(F)F)C1CCC2Cc2cc(C=CCN3CCC(C(F)(F)F)CC3)ccc2C1. (2) Drug 1: O=P1(N(CCCl)CCCl)NCCCO1. Drug 2: N#Cc1ccc(Cn2cncc2CN2CCN(c3cccc(Cl)c3)C(=O)C2)cc1. Cell line: SKMEL30. Synergy scores: synergy=11.0. (3) Drug 1: CCN(CC)CCNC(=O)c1c(C)[nH]c(C=C2C(=O)Nc3ccc(F)cc32)c1C. Drug 2: O=C(NOCC(O)CO)c1ccc(F)c(F)c1Nc1ccc(I)cc1F. Cell line: RPMI7951. Synergy scores: synergy=-4.17.